From a dataset of Catalyst prediction with 721,799 reactions and 888 catalyst types from USPTO. Predict which catalyst facilitates the given reaction. (1) Reactant: [OH-:1].[Na+].[CH2:3]([O:10][CH:11]1[CH2:14][CH:13]([C:15]2[C:20](Cl)=[N:19][N:18]3[C:22]([C:25]4[CH:30]=[CH:29][CH:28]=[CH:27][C:26]=4[F:31])=[N:23][N:24]=[C:17]3[CH:16]=2)[CH2:12]1)[C:4]1[CH:9]=[CH:8][CH:7]=[CH:6][CH:5]=1. Product: [CH2:3]([O:10][CH:11]1[CH2:14][CH:13]([C:15]2[C:20](=[O:1])[NH:19][N:18]3[C:22]([C:25]4[CH:30]=[CH:29][CH:28]=[CH:27][C:26]=4[F:31])=[N:23][N:24]=[C:17]3[CH:16]=2)[CH2:12]1)[C:4]1[CH:9]=[CH:8][CH:7]=[CH:6][CH:5]=1. The catalyst class is: 38. (2) Reactant: [CH:1]1([C:6]([OH:16])([C:10]2[CH:15]=[CH:14][CH:13]=[CH:12][CH:11]=2)[C:7]([OH:9])=[O:8])[CH2:5][CH2:4][CH2:3][CH2:2]1.[C:17](N1C=CN=C1)([N:19]1[CH:23]=[CH:22][N:21]=[CH:20]1)=O.N1(CO)C=CN=C1. Product: [CH:1]1([C:6]([OH:16])([C:10]2[CH:11]=[CH:12][CH:13]=[CH:14][CH:15]=2)[C:7]([O:9][CH2:17][N:19]2[CH:23]=[CH:22][N:21]=[CH:20]2)=[O:8])[CH2:5][CH2:4][CH2:3][CH2:2]1. The catalyst class is: 7. (3) Reactant: CCCCC[C@H](O)CC[C@H]1[C@H](O)C[C@H]2[C@@H]1CC1C(C2)=C(OCC(O)=O)C=CC=1.[NH2:29][C@H:30]([C:38]([OH:40])=[O:39])[CH2:31][CH2:32][CH2:33][NH:34][C:35](=[NH:37])[NH2:36].C(O)C. Product: [NH2:29][C@H:30]([C:38]([OH:40])=[O:39])[CH2:31][CH2:32][CH2:33][NH:34][C:35](=[NH:36])[NH2:37]. The catalyst class is: 6. (4) Reactant: [O:1]1CCO[CH:2]1[C:6]1[O:10][C:9]([C:11]2[CH:12]=[C:13]3[C:17](=[CH:18][CH:19]=2)[C:16](=[O:20])[O:15][CH2:14]3)=[CH:8][CH:7]=1.Cl. Product: [O:20]=[C:16]1[C:17]2[C:13](=[CH:12][C:11]([C:9]3[O:10][C:6]([CH:2]=[O:1])=[CH:7][CH:8]=3)=[CH:19][CH:18]=2)[CH2:14][O:15]1. The catalyst class is: 95. (5) Reactant: C(OC(=O)C)C.[ClH:7].C(OC(=O)[NH:14][C@H:15]([C:18](=[O:46])[NH:19][CH2:20][CH2:21][N:22]1[C:31]2[C:26](=[C:27]([F:36])[CH:28]=[CH:29][C:30]=2[O:32][CH2:33][CH2:34][CH3:35])[C:25](=[O:37])[C:24]([C:38]2[CH:43]=[CH:42][C:41]([O:44][CH3:45])=[CH:40][CH:39]=2)=[CH:23]1)[CH2:16][OH:17])(C)(C)C. Product: [ClH:7].[NH2:14][C@@H:15]([CH2:16][OH:17])[C:18]([NH:19][CH2:20][CH2:21][N:22]1[C:31]2[C:26](=[C:27]([F:36])[CH:28]=[CH:29][C:30]=2[O:32][CH2:33][CH2:34][CH3:35])[C:25](=[O:37])[C:24]([C:38]2[CH:39]=[CH:40][C:41]([O:44][CH3:45])=[CH:42][CH:43]=2)=[CH:23]1)=[O:46]. The catalyst class is: 8. (6) Reactant: C([N:4]1[C:10](=[O:11])[C@@H:9]([NH:12][C:13](=[O:19])[O:14][C:15]([CH3:18])([CH3:17])[CH3:16])[C@H:8]([CH3:20])[N:7]([C:21](=[O:23])[CH3:22])[C:6]2[CH:24]=[C:25]([C:28]#[N:29])[CH:26]=[CH:27][C:5]1=2)(=O)C.[OH-].[Na+]. Product: [C:21]([N:7]1[C@@H:8]([CH3:20])[C@H:9]([NH:12][C:13](=[O:19])[O:14][C:15]([CH3:17])([CH3:18])[CH3:16])[C:10](=[O:11])[NH:4][C:5]2[CH:27]=[CH:26][C:25]([C:28]#[N:29])=[CH:24][C:6]1=2)(=[O:23])[CH3:22]. The catalyst class is: 191. (7) Reactant: [CH3:1][O:2][C:3](=[O:11])[C:4]1[CH:9]=[CH:8][CH:7]=[C:6]([NH2:10])[CH:5]=1.[Br:12][C:13]1[CH:14]=[C:15]([CH:18]=[CH:19][CH:20]=1)[CH:16]=O.[CH2:21]=[C:22]([CH3:24])[CH3:23].FC(F)(F)S([O-])(=O)=O.[Yb+3].FC(F)(F)S([O-])(=O)=O.FC(F)(F)S([O-])(=O)=O. Product: [CH3:1][O:2][C:3]([C:4]1[CH:5]=[C:6]2[C:7]([C:22]([CH3:24])([CH3:23])[CH2:21][CH:16]([C:15]3[CH:18]=[CH:19][CH:20]=[C:13]([Br:12])[CH:14]=3)[NH:10]2)=[CH:8][CH:9]=1)=[O:11]. The catalyst class is: 115.